From a dataset of Catalyst prediction with 721,799 reactions and 888 catalyst types from USPTO. Predict which catalyst facilitates the given reaction. Product: [CH2:11]([O:13][C:14](=[O:32])[C:15]([O:19][C:20]1[CH:25]=[CH:24][C:23]([Cl:26])=[CH:22][C:21]=1[CH:27]1[O:31][CH2:30][CH2:29][O:28]1)([CH2:34][CH2:35][CH3:36])[CH2:16][CH2:17][CH3:18])[CH3:12]. Reactant: C[Si]([N-][Si](C)(C)C)(C)C.[Li+].[CH2:11]([O:13][C:14](=[O:32])[CH:15]([O:19][C:20]1[CH:25]=[CH:24][C:23]([Cl:26])=[CH:22][C:21]=1[CH:27]1[O:31][CH2:30][CH2:29][O:28]1)[CH2:16][CH2:17][CH3:18])[CH3:12].I[CH2:34][CH2:35][CH3:36]. The catalyst class is: 56.